This data is from In vitro SARS-CoV-2 activity screen of 1,480 approved drugs from Prestwick library. The task is: Binary Classification. Given a drug SMILES string, predict its activity (active/inactive) in a high-throughput screening assay against a specified biological target. (1) The molecule is Nc1[nH]c(=O)ncc1F. The result is 0 (inactive). (2) The compound is COc1ccc(CN2CCN(C(c3ccc(F)cc3)c3ccc(F)cc3)CC2)c(OC)c1OC.Cl.Cl. The result is 0 (inactive). (3) The molecule is NCCCNCCSP(=O)(O)O. The result is 0 (inactive). (4) The drug is CN1CCCN=C1/C=C/c1cccs1.O=C(O)[C@H](O)[C@@H](O)C(=O)O. The result is 0 (inactive). (5) The compound is NC1CCN(c2c(F)cc3c(=O)c(C(=O)O)cn(C4CC4)c3c2Cl)C1. The result is 0 (inactive). (6) The compound is CO[C@@H]1[C@@H](OC2OC(C)C(OC3CC(C)(O)C(O)C(C)O3)C(N(C)C)C2O)[C@@H](CC=O)C[C@@H](C)[C@@H](OC2CCC(N(C)C)C(C)O2)C=CC=CC[C@@H](C)OC(=O)C[C@H]1OC(C)=O. The result is 1 (active).